This data is from Catalyst prediction with 721,799 reactions and 888 catalyst types from USPTO. The task is: Predict which catalyst facilitates the given reaction. (1) Reactant: F[C:2]1[CH:9]=[CH:8][C:7]([O:10][CH3:11])=[CH:6][C:3]=1[C:4]#[N:5].[CH3:12][S-:13].[Na+].O. Product: [CH3:11][O:10][C:7]1[CH:8]=[CH:9][C:2]([S:13][CH3:12])=[C:3]([CH:6]=1)[C:4]#[N:5]. The catalyst class is: 9. (2) Reactant: [C:1]([O:5][C:6](=[O:27])[NH:7][C:8]1([CH2:12][C:13]([N:15]2[CH2:18][CH:17]([O:19][C:20]3[CH:25]=[CH:24][C:23]([Cl:26])=[CH:22][CH:21]=3)[CH2:16]2)=O)[CH2:11][CH2:10][CH2:9]1)([CH3:4])([CH3:3])[CH3:2].[H-].[H-].[H-].[H-].[Li+].[Al+3]. Product: [C:1]([O:5][C:6](=[O:27])[NH:7][C:8]1([CH2:12][CH2:13][N:15]2[CH2:18][CH:17]([O:19][C:20]3[CH:21]=[CH:22][C:23]([Cl:26])=[CH:24][CH:25]=3)[CH2:16]2)[CH2:11][CH2:10][CH2:9]1)([CH3:4])([CH3:2])[CH3:3]. The catalyst class is: 1. (3) Reactant: [F:1][C:2]1[C:7]([O:8][CH2:9]OC)=[CH:6][N:5]=[C:4]([C:12]([O:14][CH3:15])=[O:13])[CH:3]=1.Cl.[CH2:17]1[CH2:21]OC[CH2:18]1. Product: [CH:18]1([CH2:9][O:8][C:7]2[C:2]([F:1])=[CH:3][C:4]([C:12]([O:14][CH3:15])=[O:13])=[N:5][CH:6]=2)[CH2:17][CH2:21]1. The catalyst class is: 170.